Dataset: Catalyst prediction with 721,799 reactions and 888 catalyst types from USPTO. Task: Predict which catalyst facilitates the given reaction. (1) Reactant: C1([O:6][C:7]2[C:12]3[O:13][C:14]4[CH:19]=[CH:18][CH:17]=[CH:16][C:15]=4[C:11]=3[C:10]([CH:20]=[O:21])=[CH:9][CH:8]=2)CCCC1. Product: [OH:6][C:7]1[C:12]2[O:13][C:14]3[CH:19]=[CH:18][CH:17]=[CH:16][C:15]=3[C:11]=2[C:10]([CH:20]=[O:21])=[CH:9][CH:8]=1. The catalyst class is: 570. (2) Reactant: [C:1]([C:5]1[N:9]=[C:8]([C:10]2[CH:15]=[C:14]([O:16][CH2:17][C@@H:18]3[CH2:22][CH2:21][CH2:20][NH:19]3)[C:13]([CH:23]3[CH2:25][CH2:24]3)=[CH:12][N:11]=2)[O:7][N:6]=1)([CH3:4])([CH3:3])[CH3:2].C=O.[C:28](O[BH-](OC(=O)C)OC(=O)C)(=O)C.[Na+]. Product: [C:1]([C:5]1[N:9]=[C:8]([C:10]2[CH:15]=[C:14]([O:16][CH2:17][C@@H:18]3[CH2:22][CH2:21][CH2:20][N:19]3[CH3:28])[C:13]([CH:23]3[CH2:24][CH2:25]3)=[CH:12][N:11]=2)[O:7][N:6]=1)([CH3:4])([CH3:2])[CH3:3]. The catalyst class is: 4. (3) Reactant: C(N(CC)CC)C.[CH2:8]([O:10][C:11]1[CH:12]=[C:13](/[CH:18]=[CH:19]/[C:20]([O:22][CH3:23])=[O:21])[CH:14]=[CH:15][C:16]=1[OH:17])[CH3:9].[F:24][C:25]([F:38])([F:37])[S:26](O[S:26]([C:25]([F:38])([F:37])[F:24])(=[O:28])=[O:27])(=[O:28])=[O:27]. Product: [CH2:8]([O:10][C:11]1[CH:12]=[C:13](/[CH:18]=[CH:19]/[C:20]([O:22][CH3:23])=[O:21])[CH:14]=[CH:15][C:16]=1[O:17][S:26]([C:25]([F:38])([F:37])[F:24])(=[O:28])=[O:27])[CH3:9]. The catalyst class is: 2. (4) Reactant: C(P(C(C)(C)C)C1C=CC=CC=1C1C=CC=CC=1)(C)(C)C.CC(C)([O-])C.[Na+].Cl[C:29]1[CH:69]=[CH:68][C:32]([CH2:33][O:34][CH:35]2[CH:40]([C:41]3[CH:46]=[CH:45][C:44]([O:47][CH2:48][CH2:49][CH2:50][O:51][CH2:52][C:53]4[CH:58]=[CH:57][CH:56]=[CH:55][C:54]=4[O:59][CH3:60])=[CH:43][CH:42]=3)[CH2:39][CH2:38][N:37]([C:61]([O:63][C:64]([CH3:67])([CH3:66])[CH3:65])=[O:62])[CH2:36]2)=[CH:31][C:30]=1[O:70][CH2:71][CH2:72][CH2:73][O:74][CH3:75].[NH:76]1[CH2:81][CH2:80][O:79][CH2:78][CH2:77]1. Product: [CH3:60][O:59][C:54]1[CH:55]=[CH:56][CH:57]=[CH:58][C:53]=1[CH2:52][O:51][CH2:50][CH2:49][CH2:48][O:47][C:44]1[CH:45]=[CH:46][C:41]([CH:40]2[CH2:39][CH2:38][N:37]([C:61]([O:63][C:64]([CH3:67])([CH3:66])[CH3:65])=[O:62])[CH2:36][CH:35]2[O:34][CH2:33][C:32]2[CH:68]=[CH:69][C:29]([N:76]3[CH2:81][CH2:80][O:79][CH2:78][CH2:77]3)=[C:30]([O:70][CH2:71][CH2:72][CH2:73][O:74][CH3:75])[CH:31]=2)=[CH:42][CH:43]=1. The catalyst class is: 11. (5) Reactant: [BH-](OC(C)=O)(OC(C)=O)OC(C)=O.[Na+].[CH3:15][N:16]1[CH2:21][CH2:20][C:19](=O)[CH2:18][CH2:17]1.[CH3:23][C:24]1([CH3:38])[C:28]([CH3:30])([CH3:29])[O:27][B:26]([C:31]2[CH:37]=[CH:36][C:34]([NH2:35])=[CH:33][CH:32]=2)[O:25]1.C(Cl)Cl. Product: [CH3:15][N:16]1[CH2:21][CH2:20][CH:19]([NH:35][C:34]2[CH:33]=[CH:32][C:31]([B:26]3[O:27][C:28]([CH3:30])([CH3:29])[C:24]([CH3:38])([CH3:23])[O:25]3)=[CH:37][CH:36]=2)[CH2:18][CH2:17]1. The catalyst class is: 478.